From a dataset of Full USPTO retrosynthesis dataset with 1.9M reactions from patents (1976-2016). Predict the reactants needed to synthesize the given product. (1) Given the product [CH3:3][O:4][C:5]1[CH:14]=[CH:13][C:12]([C:15]2[CH2:20][CH2:19][N:18]([CH3:21])[CH2:17][CH:16]=2)=[C:11]2[C:6]=1[CH2:7][CH2:8][NH:9][CH2:10]2, predict the reactants needed to synthesize it. The reactants are: Cl.[I-].[CH3:3][O:4][C:5]1[CH:14]=[CH:13][C:12]([C:15]2[CH:20]=[CH:19][N+:18]([CH3:21])=[CH:17][CH:16]=2)=[C:11]2[C:6]=1[CH2:7][CH2:8][NH:9][CH2:10]2.[BH3-]C#N.[Na+].B(F)(F)F.CCOCC.C([O-])([O-])=O.[K+].[K+]. (2) Given the product [Cl:17][C:18]1[CH:24]=[C:23]([N+:25]([O-:27])=[O:26])[CH:22]=[CH:21][C:19]=1[NH:20][C:10]([C:9]1[C:8]([OH:16])=[C:7]([C:1]2[CH:2]=[CH:3][CH:4]=[CH:5][CH:6]=2)[CH:15]=[CH:14][CH:13]=1)=[O:12], predict the reactants needed to synthesize it. The reactants are: [C:1]1([C:7]2[CH:15]=[CH:14][CH:13]=[C:9]([C:10]([OH:12])=O)[C:8]=2[OH:16])[CH:6]=[CH:5][CH:4]=[CH:3][CH:2]=1.[Cl:17][C:18]1[CH:24]=[C:23]([N+:25]([O-:27])=[O:26])[CH:22]=[CH:21][C:19]=1[NH2:20]. (3) Given the product [N:11]1([CH2:17][CH2:18][NH:19][C:2]2[CH:7]=[CH:6][C:5]([N+:8]([O-:10])=[O:9])=[CH:4][CH:3]=2)[CH2:16][CH2:15][O:14][CH2:13][CH2:12]1, predict the reactants needed to synthesize it. The reactants are: F[C:2]1[CH:7]=[CH:6][C:5]([N+:8]([O-:10])=[O:9])=[CH:4][CH:3]=1.[N:11]1([CH2:17][CH2:18][NH2:19])[CH2:16][CH2:15][O:14][CH2:13][CH2:12]1.C(NC(C)C)(C)C. (4) Given the product [Cl:7][C:8]1[N:12]2[C:13]3[CH:37]=[CH:36][C:35]([Cl:38])=[CH:34][C:14]=3[C@@H:15]([C:24]3[CH:29]=[CH:28][CH:27]=[C:26]([O:30][CH3:31])[C:25]=3[O:32][CH3:33])[O:16][C@H:17]([CH2:18][CH2:19][OH:20])[C:11]2=[N:10][N:9]=1, predict the reactants needed to synthesize it. The reactants are: [H-].[Al+3].[Li+].[H-].[H-].[H-].[Cl:7][C:8]1[N:12]2[C:13]3[CH:37]=[CH:36][C:35]([Cl:38])=[CH:34][C:14]=3[C@@H:15]([C:24]3[CH:29]=[CH:28][CH:27]=[C:26]([O:30][CH3:31])[C:25]=3[O:32][CH3:33])[O:16][C@H:17]([CH2:18][C:19](OCC)=[O:20])[C:11]2=[N:10][N:9]=1.C(C(C(C([O-])=O)O)O)([O-])=O.[Na+].[K+]. (5) Given the product [CH2:10]([NH:20][CH2:8][C:6]1[N:5]=[CH:4][NH:3][CH:7]=1)[CH2:11][CH2:12][CH2:13][CH2:14][CH2:15][CH2:16][CH2:17][CH2:18][CH3:19], predict the reactants needed to synthesize it. The reactants are: CO.[NH:3]1[CH:7]=[C:6]([CH:8]=O)[N:5]=[CH:4]1.[CH2:10]([NH2:20])[CH2:11][CH2:12][CH2:13][CH2:14][CH2:15][CH2:16][CH2:17][CH2:18][CH3:19]. (6) Given the product [CH3:1][C:2]1[S:6][C:5]([CH2:7][CH2:8][C:9]([OH:11])=[O:10])=[N:4][CH:3]=1, predict the reactants needed to synthesize it. The reactants are: [CH3:1][C:2]1[S:6][C:5]([CH2:7][CH2:8][C:9]([O:11]CC)=[O:10])=[N:4][CH:3]=1.[OH-].[Li+]. (7) Given the product [F:44][C:35]1([F:34])[CH2:36][CH2:37][N:38]([CH2:41][CH2:42][NH:43][C:27](=[O:29])[C:26]2[CH:25]=[CH:24][C:23]([NH:22][C:18]3[CH:17]=[C:16]([O:15][C:14]4[C:9]([CH3:8])=[N:10][C:11]([CH3:32])=[CH:12][CH:13]=4)[CH:21]=[CH:20][N:19]=3)=[CH:31][CH:30]=2)[CH2:39][CH2:40]1, predict the reactants needed to synthesize it. The reactants are: CCN(CC)CC.[CH3:8][C:9]1[C:14]([O:15][C:16]2[CH:21]=[CH:20][N:19]=[C:18]([NH:22][C:23]3[CH:31]=[CH:30][C:26]([C:27]([O-:29])=O)=[CH:25][CH:24]=3)[CH:17]=2)=[CH:13][CH:12]=[C:11]([CH3:32])[N:10]=1.[Li+].[F:34][C:35]1([F:44])[CH2:40][CH2:39][N:38]([CH2:41][CH2:42][NH2:43])[CH2:37][CH2:36]1.CN(C(ON1N=NC2C=CC=CC1=2)=[N+](C)C)C.F[P-](F)(F)(F)(F)F. (8) The reactants are: [CH:1]1[CH:6]=[CH:5][C:4]([NH:7]/[N:8]=[C:9]2/[C:10](S([O-])(=O)=O)=[CH:11][C:12]3[C:17]([C:18]/2=[O:19])=[C:16](N)[C:15](N=NC2C=CC([N+]([O-])=O)=CC=2)=[C:14](S([O-])(=O)=O)[CH:13]=3)=[CH:3][CH:2]=1.[Na+:40].[Na+].CCN(C1C=CC(C(C2C=CC([S:71]([O-:74])(=[O:73])=[O:72])=CC=2S([O-])(=O)=O)=C2C=CC(=[N+](CC)CC)C=C2)=CC=1)CC.[Na+].C1C=C2C=CC(/C(=N/NC3C=C(S([O-])(=O)=O)C=CC=3O)/C2=CC=1)=[O:89].[Na+].CC1C(=N)C(S([O-])(=O)=O)=C/C(=C(/C2C=CC(N)=C(S([O-])(=O)=O)C=2)\C2C=CC(N)=C(S(O)(=O)=O)C=2)/C=1.[Na+].[Na+].C1C(N/N=C2/C=CC(C=C/2O)=O)=CC=C(S([O-])(=O)=O)C=1.[Na+].CC(NC1C=C(S([O-])(=O)=O)C=C2C=C(S([O-])(=O)=O)/C(/C(=O)C=12)=N\NC1C=CC=CC=1)=O.[Na+].[Na+].CCN(C1C=CC(C(C2C=CC(N(CC3C=CC=C(S([O-])(=O)=O)C=3)CC)=CC=2)=C2C=CC(=[N+](C)C)C=C2)=CC=1)CC1C=CC=C(S([O-])(=O)=O)C=1.[Na+].C1C(S([O-])(=O)=O)=CC2C([O-])=C([N+]([O-])=O)C=C([N+]([O-])=O)C=2C=1.[Na+].[Na+]. Given the product [CH:13]1[CH:14]=[C:15]2[CH:16]=[CH:17][C:18](/[C:9](=[N:8]\[NH:7][C:4]3[CH:3]=[C:2]([S:71]([O-:74])(=[O:73])=[O:72])[CH:1]=[CH:6][C:5]=3[OH:89])/[C:10]2=[CH:11][CH:12]=1)=[O:19].[Na+:40], predict the reactants needed to synthesize it. (9) Given the product [CH2:6]([C:5]1[CH:4]([C:11]2[CH:16]=[CH:15][CH:14]=[CH:13][CH:12]=2)[C:2]([CH3:3])([CH3:1])[NH:18][N:17]=1)[CH2:7][CH2:8][CH3:9], predict the reactants needed to synthesize it. The reactants are: [CH3:1][C:2](=[C:4]([C:11]1[CH:16]=[CH:15][CH:14]=[CH:13][CH:12]=1)[C:5](=O)[CH2:6][CH2:7][CH2:8][CH3:9])[CH3:3].[NH2:17][NH2:18].O. (10) Given the product [CH3:14][NH:15][C:11]([C:8]1([C:6]2[CH:5]=[CH:4][CH:3]=[C:2]([Br:1])[N:7]=2)[CH2:10][CH2:9]1)=[O:13], predict the reactants needed to synthesize it. The reactants are: [Br:1][C:2]1[N:7]=[C:6]([C:8]2([C:11]([OH:13])=O)[CH2:10][CH2:9]2)[CH:5]=[CH:4][CH:3]=1.[CH3:14][NH2:15].